This data is from Catalyst prediction with 721,799 reactions and 888 catalyst types from USPTO. The task is: Predict which catalyst facilitates the given reaction. Reactant: [CH3:1][O:2][C:3]1[CH:8]=[C:7]([CH3:9])[CH:6]=[C:5]([CH3:10])[C:4]=1[C:11]1[N:16]2[N:17]=[C:18]([S:28][CH3:29])[C:19]([NH:20][C:21](=[O:27])[O:22][C:23]([CH3:26])([CH3:25])[CH3:24])=[C:15]2[CH:14]=[CH:13][CH:12]=1.[H-].[Na+].CC1C=CC(S(O[CH2:43][CH:44]2[CH2:47][CH2:46][O:45]2)(=O)=O)=CC=1.O. Product: [CH3:1][O:2][C:3]1[CH:8]=[C:7]([CH3:9])[CH:6]=[C:5]([CH3:10])[C:4]=1[C:11]1[N:16]2[N:17]=[C:18]([S:28][CH3:29])[C:19]([N:20]([CH2:43][CH:44]3[CH2:47][CH2:46][O:45]3)[C:21](=[O:27])[O:22][C:23]([CH3:25])([CH3:24])[CH3:26])=[C:15]2[CH:14]=[CH:13][CH:12]=1. The catalyst class is: 42.